Dataset: Catalyst prediction with 721,799 reactions and 888 catalyst types from USPTO. Task: Predict which catalyst facilitates the given reaction. (1) Reactant: [C:1]([C:3]1[CH:4]=[C:5]2[C:10](=[CH:11][C:12]=1F)[O:9][CH2:8][CH2:7][CH:6]2[C:14]([O:16][CH3:17])=[O:15])#[N:2].[OH:18][C:19]1[CH:31]=[CH:30][C:22]([C:23]([O:25][C:26]([CH3:29])([CH3:28])[CH3:27])=[O:24])=[CH:21][C:20]=1[CH3:32].C(=O)([O-])[O-].[K+].[K+]. Product: [C:26]([O:25][C:23]([C:22]1[CH:30]=[CH:31][C:19]([O:18][C:12]2[CH:11]=[C:10]3[C:5]([CH:6]([C:14]([O:16][CH3:17])=[O:15])[CH2:7][CH2:8][O:9]3)=[CH:4][C:3]=2[C:1]#[N:2])=[C:20]([CH3:32])[CH:21]=1)=[O:24])([CH3:29])([CH3:28])[CH3:27]. The catalyst class is: 16. (2) Reactant: CS(O[CH:6]1[CH2:11][CH2:10][N:9]([C:12]([O:14][C:15]([CH3:18])([CH3:17])[CH3:16])=[O:13])[CH2:8][CH2:7]1)(=O)=O.[N+:19]([C:22]1[N:23]=[CH:24][NH:25][CH:26]=1)([O-:21])=[O:20].C([O-])([O-])=O.[K+].[K+]. Product: [N+:19]([C:22]1[N:23]=[CH:24][N:25]([CH:6]2[CH2:11][CH2:10][N:9]([C:12]([O:14][C:15]([CH3:18])([CH3:17])[CH3:16])=[O:13])[CH2:8][CH2:7]2)[CH:26]=1)([O-:21])=[O:20]. The catalyst class is: 3. (3) Reactant: [C:1]1([CH2:7][CH2:8][C:9]2[NH:21][C:12]3[N:13]=[CH:14][CH:15]=[C:16]([C:17]([NH:19][NH2:20])=[O:18])[C:11]=3[CH:10]=2)[CH:6]=[CH:5][CH:4]=[CH:3][CH:2]=1.[N:22]#[C:23]Br. Product: [C:1]1([CH2:7][CH2:8][C:9]2[NH:21][C:12]3=[N:13][CH:14]=[CH:15][C:16]([C:17]4[O:18][C:23]([NH2:22])=[N:20][N:19]=4)=[C:11]3[CH:10]=2)[CH:6]=[CH:5][CH:4]=[CH:3][CH:2]=1. The catalyst class is: 675. (4) Reactant: [Cl:1][C:2]1[CH:3]=[CH:4][C:5]2[N:6]([C:8]([C:11]([C:14]3[CH:15]=[C:16]4[C:20](=[CH:21][C:22]=3[F:23])[N:19]([CH3:24])[N:18]=[CH:17]4)(O)[CH3:12])=[CH:9][N:10]=2)[N:7]=1.II.[PH2](=O)O. Product: [Cl:1][C:2]1[CH:3]=[CH:4][C:5]2[N:6]([C:8]([CH:11]([C:14]3[CH:15]=[C:16]4[C:20](=[CH:21][C:22]=3[F:23])[N:19]([CH3:24])[N:18]=[CH:17]4)[CH3:12])=[CH:9][N:10]=2)[N:7]=1. The catalyst class is: 52. (5) Reactant: [CH3:1][O:2][C:3](=[O:12])[CH2:4][C:5]1[CH:10]=[CH:9][CH:8]=[C:7]([OH:11])[CH:6]=1.C1(C)C=CC(S(O[CH2:23][CH2:24][Cl:25])(=O)=O)=CC=1.C([O-])([O-])=O.[Cs+].[Cs+]. Product: [CH3:1][O:2][C:3](=[O:12])[CH2:4][C:5]1[CH:10]=[CH:9][CH:8]=[C:7]([O:11][CH2:23][CH2:24][Cl:25])[CH:6]=1. The catalyst class is: 21.